Predict the reaction yield, written as a fraction of the theoretical maximum amount of product (1.0 means a 100% yield; for example, 0.34 means a 34% yield). From a dataset of Reaction yield outcomes from USPTO patents with 853,638 reactions. The product is [Br:1][C:2]1[CH:7]=[C:6]([Cl:8])[CH:5]=[CH:4][C:3]=1[O:9][CH2:11][CH3:12]. The catalyst is CC(C)=O. The yield is 0.980. The reactants are [Br:1][C:2]1[CH:7]=[C:6]([Cl:8])[CH:5]=[CH:4][C:3]=1[OH:9].I[CH2:11][CH3:12].C(=O)([O-])[O-].[Cs+].[Cs+].